This data is from Forward reaction prediction with 1.9M reactions from USPTO patents (1976-2016). The task is: Predict the product of the given reaction. (1) Given the reactants [NH2:1][C:2]1[N:7]=[C:6]([C:8]2[CH:13]=[CH:12][CH:11]=[CH:10][CH:9]=2)[N:5]=[C:4]([OH:14])[C:3]=1[CH2:15][C:16]1([CH3:21])OCCO1.[ClH:22], predict the reaction product. The product is: [ClH:22].[CH3:21][C:16]1[NH:1][C:2]2[N:7]=[C:6]([C:8]3[CH:13]=[CH:12][CH:11]=[CH:10][CH:9]=3)[N:5]=[C:4]([OH:14])[C:3]=2[CH:15]=1. (2) Given the reactants B1([C:7]2[CH:12]=[CH:11][CH:10]=[N:9][CH:8]=2)OCCCO1.[Cl:13][C:14]1[CH:15]=[C:16]([C:23]2[CH:27]=[CH:26][N:25]([CH2:28][C@@H:29]([NH:31][C:32]([C:34]3[N:35]=[CH:36][NH:37][CH:38]=3)=[O:33])[CH3:30])[N:24]=2)[CH:17]=[C:18]([F:22])[C:19]=1[C:20]#[N:21].N1C=CC=CC=1, predict the reaction product. The product is: [Cl:13][C:14]1[CH:15]=[C:16]([C:23]2[CH:27]=[CH:26][N:25]([CH2:28][C@@H:29]([NH:31][C:32]([C:34]3[N:35]=[CH:36][N:37]([C:7]4[CH:8]=[N:9][CH:10]=[CH:11][CH:12]=4)[CH:38]=3)=[O:33])[CH3:30])[N:24]=2)[CH:17]=[C:18]([F:22])[C:19]=1[C:20]#[N:21]. (3) The product is: [CH2:1]([C:8]1[C:9]([NH:22][C:23](=[S:33])[CH2:24][C:25]2[CH:26]=[CH:27][C:28]([OH:31])=[CH:29][CH:30]=2)=[N:10][CH:11]=[C:12]([C:14]2[CH:19]=[CH:18][C:17]([OH:20])=[CH:16][CH:15]=2)[N:13]=1)[C:2]1[CH:3]=[CH:4][CH:5]=[CH:6][CH:7]=1. Given the reactants [CH2:1]([C:8]1[C:9]([NH:22][C:23](=[S:33])[CH2:24][C:25]2[CH:30]=[CH:29][C:28]([O:31]C)=[CH:27][CH:26]=2)=[N:10][CH:11]=[C:12]([C:14]2[CH:19]=[CH:18][C:17]([O:20]C)=[CH:16][CH:15]=2)[N:13]=1)[C:2]1[CH:7]=[CH:6][CH:5]=[CH:4][CH:3]=1.B(Br)(Br)Br.C(=O)(O)[O-].[Na+].CCCCCC, predict the reaction product. (4) Given the reactants ClC1C=CC=C(C(OO)=[O:9])C=1.ClCCl.[CH:15]([C:19]1[C:20]([Cl:28])=[N:21][C:22]([S:26][CH3:27])=[N:23][C:24]=1[CH3:25])([CH2:17][CH3:18])[CH3:16].[OH2:29], predict the reaction product. The product is: [CH:15]([C:19]1[C:20]([Cl:28])=[N:21][C:22]([S:26]([CH3:27])(=[O:9])=[O:29])=[N:23][C:24]=1[CH3:25])([CH2:17][CH3:18])[CH3:16]. (5) Given the reactants [F:1][C:2]([F:9])([F:8])/[CH:3]=[CH:4]/[C:5](O)=[O:6].C(Cl)(=O)C(Cl)=O.[CH:16]1([C:19]2[O:23][N:22]=[C:21]([NH:24][CH2:25][CH2:26][NH2:27])[N:20]=2)[CH2:18][CH2:17]1.ClCCl, predict the reaction product. The product is: [CH:16]1([C:19]2[O:23][N:22]=[C:21]([NH:24][CH2:25][CH2:26][NH:27][C:5](=[O:6])/[CH:4]=[CH:3]/[C:2]([F:9])([F:8])[F:1])[N:20]=2)[CH2:18][CH2:17]1. (6) Given the reactants Cl[CH2:2][C:3]1[CH:4]=[C:5]([C:9]2[CH:18]=[C:17]3[C:12]([CH:13]=[C:14]([C:27]4[CH:32]=[CH:31][CH:30]=[C:29]([Cl:33])[CH:28]=4)[N:15]([CH2:20][C:21]([NH:23][CH:24]([CH3:26])[CH3:25])=[O:22])[C:16]3=[O:19])=[CH:11][CH:10]=2)[CH:6]=[CH:7][CH:8]=1.[NH:34]1[CH2:39][CH2:38][CH2:37][CH2:36][CH2:35]1, predict the reaction product. The product is: [Cl:33][C:29]1[CH:28]=[C:27]([C:14]2[N:15]([CH2:20][C:21]([NH:23][CH:24]([CH3:25])[CH3:26])=[O:22])[C:16](=[O:19])[C:17]3[C:12]([CH:13]=2)=[CH:11][CH:10]=[C:9]([C:5]2[CH:6]=[CH:7][CH:8]=[C:3]([CH2:2][N:34]4[CH2:39][CH2:38][CH2:37][CH2:36][CH2:35]4)[CH:4]=2)[CH:18]=3)[CH:32]=[CH:31][CH:30]=1. (7) Given the reactants O.C([N:9]1[CH2:14][CH2:13][C@@H:12]([CH3:15])[C@@H:11]([N:16](C)[C:17](=[O:23])[O:18][C:19]([CH3:22])([CH3:21])[CH3:20])[CH2:10]1)C1C=CC=CC=1, predict the reaction product. The product is: [CH3:15][C@@H:12]1[CH2:13][CH2:14][NH:9][CH2:10][C@@H:11]1[NH:16][C:17](=[O:23])[O:18][C:19]([CH3:22])([CH3:21])[CH3:20]. (8) Given the reactants Cl.[CH3:2][C:3]1[CH:4]=[C:5]([CH:15]([NH2:17])[CH3:16])[CH:6]=[N:7][C:8]=1[O:9][CH2:10][C:11]([F:14])([F:13])[F:12].[C:18]([O:21][CH2:22][C:23]1[CH:24]=[C:25]([CH:29]=[C:30]([Cl:32])[N:31]=1)[C:26](O)=[O:27])(=[O:20])[CH3:19], predict the reaction product. The product is: [C:18]([O:21][CH2:22][C:23]1[CH:24]=[C:25]([C:26](=[O:27])[NH:17][CH:15]([C:5]2[CH:6]=[N:7][C:8]([O:9][CH2:10][C:11]([F:14])([F:12])[F:13])=[C:3]([CH3:2])[CH:4]=2)[CH3:16])[CH:29]=[C:30]([Cl:32])[N:31]=1)(=[O:20])[CH3:19]. (9) Given the reactants C[O:2][C:3]([C:5]1[CH:10]=[CH:9][N:8]2[N:11]=[C:12](C)[CH:13]=[C:7]2[N:6]=1)=[O:4].Cl, predict the reaction product. The product is: [N:11]1[N:8]2[CH:9]=[CH:10][C:5]([C:3]([OH:4])=[O:2])=[N:6][C:7]2=[CH:13][CH:12]=1. (10) Given the reactants [Br:1][C:2]1[CH:7]=[CH:6][CH:5]=[CH:4][C:3]=1[C:8]([OH:11])([CH3:10])[CH3:9].[O:12]1[CH:17]=[CH:16][CH2:15][CH2:14][CH2:13]1, predict the reaction product. The product is: [Br:1][C:2]1[CH:7]=[CH:6][CH:5]=[CH:4][C:3]=1[C:8]([O:11][CH:13]1[CH2:14][CH2:15][CH2:16][CH2:17][O:12]1)([CH3:9])[CH3:10].